From a dataset of Forward reaction prediction with 1.9M reactions from USPTO patents (1976-2016). Predict the product of the given reaction. (1) Given the reactants [Li+].[CH3:2][CH:3]([N-]C(C)C)[CH3:4].[CH2:9]([O:11][C:12](=[O:27])[CH2:13][N:14]([CH2:23][CH2:24][CH:25]=[CH2:26])[C@H:15]([C:17]1[CH:22]=[CH:21][CH:20]=[CH:19][CH:18]=1)[CH3:16])[CH3:10].C([Cu])#N.[Li+].[Cl-].C(Br)C=C, predict the reaction product. The product is: [CH2:9]([O:11][C:12]([C@@H:13]1[C@H:25]([CH2:26][CH2:4][CH:3]=[CH2:2])[CH2:24][CH2:23][N:14]1[C@H:15]([C:17]1[CH:18]=[CH:19][CH:20]=[CH:21][CH:22]=1)[CH3:16])=[O:27])[CH3:10]. (2) Given the reactants [F:1][C:2]1[CH:3]=[C:4]([CH:7]=[C:8]([OH:11])[C:9]=1[OH:10])[CH:5]=[O:6].[C:12]([O-])([O-])=O.[Cs+].[Cs+].O, predict the reaction product. The product is: [F:1][C:2]1[C:9]2[O:10][CH2:12][O:11][C:8]=2[CH:7]=[C:4]([CH:5]=[O:6])[CH:3]=1. (3) The product is: [F:45][C:44]([F:47])([F:46])[C:42]([OH:48])=[O:43].[NH2:12][C@@H:11]([C:20]1[N:21]([S:32]([C:35]2[CH:36]=[CH:37][C:38]([CH3:39])=[CH:40][CH:41]=2)(=[O:34])=[O:33])[CH:22]=[CH:23][C:24]=1[C:25]([OH:27])=[O:26])[CH2:10][CH2:9][O:8][CH2:1][C:2]1[CH:3]=[CH:4][CH:5]=[CH:6][CH:7]=1. Given the reactants [CH2:1]([O:8][CH2:9][CH2:10][C@H:11]([C:20]1[N:21]([S:32]([C:35]2[CH:41]=[CH:40][C:38]([CH3:39])=[CH:37][CH:36]=2)(=[O:34])=[O:33])[CH:22]=[CH:23][C:24]=1[C:25]([O:27]C(C)(C)C)=[O:26])[NH:12]C(OC(C)(C)C)=O)[C:2]1[CH:7]=[CH:6][CH:5]=[CH:4][CH:3]=1.[C:42]([OH:48])([C:44]([F:47])([F:46])[F:45])=[O:43], predict the reaction product. (4) Given the reactants Cl.[Cl:2][C:3]1[C:8]2[S:9][C:10]([C:12]([NH:14][C@@H:15]3[CH:20]4[CH2:21][CH2:22][N:17]([CH2:18][CH2:19]4)[CH2:16]3)=[O:13])=[CH:11][C:7]=2[CH:6]=[CH:5][CH:4]=1.C(#N)C, predict the reaction product. The product is: [OH2:13].[ClH:2].[Cl:2][C:3]1[C:8]2[S:9][C:10]([C:12]([NH:14][C@@H:15]3[CH:20]4[CH2:21][CH2:22][N:17]([CH2:18][CH2:19]4)[CH2:16]3)=[O:13])=[CH:11][C:7]=2[CH:6]=[CH:5][CH:4]=1. (5) The product is: [CH3:22][O:21][C:19](=[O:20])[C:18]1[CH:23]=[CH:24][C:15]([CH2:14][N:8]2[CH:7]=[CH:6][C:5]3[C:10](=[N:11][C:2]([Br:1])=[CH:3][CH:4]=3)[C:9]2=[O:12])=[CH:16][CH:17]=1. Given the reactants [Br:1][C:2]1[N:11]=[C:10]2[C:5]([CH:6]=[CH:7][N:8]=[C:9]2[OH:12])=[CH:4][CH:3]=1.Br[CH2:14][C:15]1[CH:24]=[CH:23][C:18]([C:19]([O:21][CH3:22])=[O:20])=[CH:17][CH:16]=1.C(=O)([O-])[O-].[Cs+].[Cs+], predict the reaction product. (6) Given the reactants [Br:1][C:2]1[N:6]2[CH2:7][CH2:8][NH:9][CH2:10][C:5]2=[C:4]([C:11]([NH2:13])=[O:12])[C:3]=1[C:14]1[CH:19]=[CH:18][CH:17]=[C:16]([F:20])[CH:15]=1.C(N(CC)CC)C.[C:28]([N:32]=[C:33]=[O:34])([CH3:31])([CH3:30])[CH3:29].[OH-].[Na+], predict the reaction product. The product is: [Br:1][C:2]1[N:6]2[CH2:7][CH2:8][N:9]([C:33]([NH:32][C:28]([CH3:31])([CH3:30])[CH3:29])=[O:34])[CH2:10][C:5]2=[C:4]([C:11]([NH2:13])=[O:12])[C:3]=1[C:14]1[CH:19]=[CH:18][CH:17]=[C:16]([F:20])[CH:15]=1. (7) Given the reactants [O:1]=[C:2]([CH3:8])[C:3]([O:5][CH2:6][CH3:7])=[O:4].[CH2:9]([Si](C)(C)C)[CH:10]=C.Cl[CH2:17]Cl, predict the reaction product. The product is: [OH:1][C:2]([CH3:17])([CH2:8][CH:9]=[CH2:10])[C:3]([O:5][CH2:6][CH3:7])=[O:4].